From a dataset of Reaction yield outcomes from USPTO patents with 853,638 reactions. Predict the reaction yield, written as a fraction of the theoretical maximum amount of product (1.0 means a 100% yield; for example, 0.34 means a 34% yield). (1) The reactants are Br[C:2]1[CH:3]=[C:4]2[C:11]([C:12]([NH:14][CH3:15])=[O:13])=[C:10]([C:16]3[CH:21]=[CH:20][C:19]([F:22])=[CH:18][CH:17]=3)[O:9][C:5]2=[N:6][C:7]=1[Cl:8].[CH3:23][O:24][C:25]1[N:34]=[CH:33][C:32](B2OC(C)(C)C(C)(C)O2)=[CH:31][C:26]=1[C:27]([O:29][CH3:30])=[O:28].C(=O)([O-])[O-].[Cs+].[Cs+].N#N. The catalyst is O.CN(C=O)C.C1C=CC([P]([Pd]([P](C2C=CC=CC=2)(C2C=CC=CC=2)C2C=CC=CC=2)([P](C2C=CC=CC=2)(C2C=CC=CC=2)C2C=CC=CC=2)[P](C2C=CC=CC=2)(C2C=CC=CC=2)C2C=CC=CC=2)(C2C=CC=CC=2)C2C=CC=CC=2)=CC=1. The product is [Cl:8][C:7]1[N:6]=[C:5]2[O:9][C:10]([C:16]3[CH:21]=[CH:20][C:19]([F:22])=[CH:18][CH:17]=3)=[C:11]([C:12](=[O:13])[NH:14][CH3:15])[C:4]2=[CH:3][C:2]=1[C:32]1[CH:33]=[N:34][C:25]([O:24][CH3:23])=[C:26]([CH:31]=1)[C:27]([O:29][CH3:30])=[O:28]. The yield is 1.00. (2) The reactants are [F:1][C:2]([F:22])([F:21])[C:3]1([C:8]([N:10]2[CH2:15][CH2:14][CH:13]([C:16](OCC)=[O:17])[CH2:12][CH2:11]2)=O)[CH2:7][CH2:6][CH2:5][CH2:4]1.[H-].[H-].[H-].[H-].[Li+].[Al+3]. The catalyst is C1COCC1. The product is [F:22][C:2]([F:1])([F:21])[C:3]1([CH2:8][N:10]2[CH2:11][CH2:12][CH:13]([CH2:16][OH:17])[CH2:14][CH2:15]2)[CH2:4][CH2:5][CH2:6][CH2:7]1. The yield is 0.960. (3) The reactants are C(=O)([O-])[O-].[Na+].[Na+].CC1(C)C(C)(C)OB([C:15]2[CH:16]=[N:17][C:18]([NH2:21])=[N:19][CH:20]=2)O1.C[O:24][C:25]([C:27]1[CH:32]=[CH:31][C:30](Br)=[CH:29][N:28]=1)=[O:26]. The catalyst is O.C(O)C.C1(C)C=CC=CC=1.C1C=CC([P]([Pd]([P](C2C=CC=CC=2)(C2C=CC=CC=2)C2C=CC=CC=2)([P](C2C=CC=CC=2)(C2C=CC=CC=2)C2C=CC=CC=2)[P](C2C=CC=CC=2)(C2C=CC=CC=2)C2C=CC=CC=2)(C2C=CC=CC=2)C2C=CC=CC=2)=CC=1. The product is [NH2:21][C:18]1[N:19]=[CH:20][C:15]([C:30]2[CH:31]=[CH:32][C:27]([C:25]([OH:26])=[O:24])=[N:28][CH:29]=2)=[CH:16][N:17]=1. The yield is 0.580. (4) The reactants are [O:1]=[O+][O-].[Cl:4][C:5]1[CH:10]=[CH:9][C:8]([C:11]2[N:16]=[C:15]([NH:17][CH2:18][C:19]3[O:20]C=CC=3)[C:14]([CH2:24][C:25](C)=[CH2:26])=[C:13]([C:28]([O:30][CH3:31])=[O:29])[N:12]=2)=[CH:7][C:6]=1[F:32]. The catalyst is ClCCl. The product is [C:19]([CH2:18][N:17]1[C:15]2[N:16]=[C:11]([C:8]3[CH:9]=[CH:10][C:5]([Cl:4])=[C:6]([F:32])[CH:7]=3)[N:12]=[C:13]([C:28]([O:30][CH3:31])=[O:29])[C:14]=2[CH:24]=[C:25]1[CH3:26])([OH:20])=[O:1]. The yield is 0.0400. (5) The reactants are Br[C:2]1[CH:3]=[N:4][CH:5]=[C:6]([N:8]2[CH2:17][C@H:16]3[N:12]([CH2:13][CH2:14][CH2:15]3)[C:11]3[N:18]=[C:19]([NH:22][CH2:23][CH3:24])[N:20]=[CH:21][C:10]=3[C:9]2=[O:25])[CH:7]=1.[N:26]1[CH:31]=[CH:30][C:29](B(O)O)=[CH:28][CH:27]=1.C(=O)([O-])[O-].[Na+].[Na+].C(OCC)(=O)C. The catalyst is O1CCOCC1.O.C1C=CC(P([C]2[CH][CH][CH][CH]2)C2C=CC=CC=2)=CC=1.C1C=CC(P([C]2[CH][CH][CH][CH]2)C2C=CC=CC=2)=CC=1.Cl[Pd]Cl.[Fe]. The product is [CH2:23]([NH:22][C:19]1[N:20]=[CH:21][C:10]2[C:9](=[O:25])[N:8]([C:6]3[CH:7]=[C:2]([C:29]4[CH:30]=[CH:31][N:26]=[CH:27][CH:28]=4)[CH:3]=[N:4][CH:5]=3)[CH2:17][C@H:16]3[N:12]([CH2:13][CH2:14][CH2:15]3)[C:11]=2[N:18]=1)[CH3:24]. The yield is 0.580. (6) The reactants are C([O:3][C:4](=O)[CH2:5][N:6]1[C@H:11]([CH3:12])[CH2:10][CH2:9][CH2:8][C@@H:7]1[CH3:13])C.[NH2:15][NH2:16]. The catalyst is C(O)C. The product is [CH3:13][C@H:7]1[CH2:8][CH2:9][CH2:10][C@@H:11]([CH3:12])[N:6]1[CH2:5][C:4]([NH:15][NH2:16])=[O:3]. The yield is 0.990. (7) The reactants are C(NC(C)C)(C)C.C([Li])CCC.[Cl:13][C:14]1[C:15]2[CH:22]=[CH:21][N:20]([S:23]([C:26]3[CH:31]=[CH:30][CH:29]=[CH:28][CH:27]=3)(=[O:25])=[O:24])[C:16]=2[N:17]=[CH:18][N:19]=1.I[C:33]1[C:42]2[C:37](=[CH:38][CH:39]=[CH:40][CH:41]=2)[CH:36]=[CH:35][CH:34]=1. The catalyst is C1COCC1.CCCCCC.[Cl-].[Zn+2].[Cl-].C1C=CC([P]([Pd]([P](C2C=CC=CC=2)(C2C=CC=CC=2)C2C=CC=CC=2)([P](C2C=CC=CC=2)(C2C=CC=CC=2)C2C=CC=CC=2)[P](C2C=CC=CC=2)(C2C=CC=CC=2)C2C=CC=CC=2)(C2C=CC=CC=2)C2C=CC=CC=2)=CC=1. The product is [Cl:13][C:14]1[C:15]2[CH:22]=[C:21]([C:41]3[C:42]4[C:37](=[CH:36][CH:35]=[CH:34][CH:33]=4)[CH:38]=[CH:39][CH:40]=3)[N:20]([S:23]([C:26]3[CH:31]=[CH:30][CH:29]=[CH:28][CH:27]=3)(=[O:25])=[O:24])[C:16]=2[N:17]=[CH:18][N:19]=1. The yield is 0.820. (8) The reactants are [CH2:1]([OH:6])[CH2:2][CH2:3][CH2:4][OH:5].Cl.C(N=C=NCCCN(C)C)C.[C:19](O)(=[O:23])[C:20]([CH3:22])=[CH2:21]. The catalyst is ClCCl. The product is [C:19]([O:5][CH2:4][CH2:3][CH2:2][CH2:1][OH:6])(=[O:23])[C:20]([CH3:22])=[CH2:21]. The yield is 0.630. (9) The reactants are [CH3:1][O:2][C:3]1[CH:4]=[C:5](Br)[CH:6]=[C:7]([O:11][CH3:12])[C:8]=1[O:9][CH3:10].[Li]CCCC.[P:19](Cl)([C:26]1[CH:31]=[CH:30][CH:29]=[CH:28][CH:27]=1)[C:20]1[CH:25]=[CH:24][CH:23]=[CH:22][CH:21]=1. The catalyst is C1COCC1. The product is [CH3:1][O:2][C:3]1[CH:4]=[C:5]([P:19]([C:26]2[CH:27]=[CH:28][CH:29]=[CH:30][CH:31]=2)[C:20]2[CH:25]=[CH:24][CH:23]=[CH:22][CH:21]=2)[CH:6]=[C:7]([O:11][CH3:12])[C:8]=1[O:9][CH3:10]. The yield is 0.800.